This data is from Reaction yield outcomes from USPTO patents with 853,638 reactions. The task is: Predict the reaction yield, written as a fraction of the theoretical maximum amount of product (1.0 means a 100% yield; for example, 0.34 means a 34% yield). (1) The reactants are [CH2:1]1[C:10]2[C:5](=[CH:6][CH:7]=[CH:8][CH:9]=2)[CH2:4][CH2:3][NH:2]1.C([O-])([O-])=O.[K+].[K+].Br[CH2:18][CH:19]1[CH2:21][O:20]1. The catalyst is CC#N. The product is [O:20]1[CH2:21][CH:19]1[CH2:18][N:2]1[CH2:3][CH2:4][C:5]2[C:10](=[CH:9][CH:8]=[CH:7][CH:6]=2)[CH2:1]1. The yield is 0.780. (2) The reactants are [CH3:1][O:2][C:3]1[CH:4]=[C:5]([NH:13][C:14]2[CH:19]=[N:18][CH:17]=[C:16](Cl)[N:15]=2)[CH:6]=[C:7]([O:11][CH3:12])[C:8]=1[O:9][CH3:10].[OH:21][C:22]1[CH:30]=[CH:29][CH:28]=[C:27]2[C:23]=1[CH:24]=[CH:25][NH:26]2. No catalyst specified. The product is [NH:26]1[C:27]2[C:23](=[C:22]([O:21][C:16]3[N:15]=[C:14]([NH:13][C:5]4[CH:4]=[C:3]([O:2][CH3:1])[C:8]([O:9][CH3:10])=[C:7]([O:11][CH3:12])[CH:6]=4)[CH:19]=[N:18][CH:17]=3)[CH:30]=[CH:29][CH:28]=2)[CH:24]=[CH:25]1. The yield is 0.170. (3) The reactants are [Cl:1][C:2]1[CH:3]=[C:4]2[C:9](=[CH:10][C:11]=1[O:12][C:13]1[CH:18]=[CH:17][C:16]([C:19](=[O:30])[NH:20][CH2:21][CH2:22][C:23]3[CH:28]=[CH:27][C:26]([Cl:29])=[CH:25][CH:24]=3)=[CH:15][C:14]=1[CH3:31])[O:8][CH2:7][CH2:6][CH:5]2[C:32]([OH:34])=[O:33].C[O-].[Na+:37]. The catalyst is CO. The product is [Cl:1][C:2]1[CH:3]=[C:4]2[C:9](=[CH:10][C:11]=1[O:12][C:13]1[CH:18]=[CH:17][C:16]([C:19](=[O:30])[NH:20][CH2:21][CH2:22][C:23]3[CH:24]=[CH:25][C:26]([Cl:29])=[CH:27][CH:28]=3)=[CH:15][C:14]=1[CH3:31])[O:8][CH2:7][CH2:6][CH:5]2[C:32]([O-:34])=[O:33].[Na+:37]. The yield is 0.958. (4) The reactants are [Cl:1][C:2]1[CH:7]=[CH:6][CH:5]=[CH:4][C:3]=1B(O)O.Cl[C:12]1[C:17]([CH2:18][OH:19])=[CH:16][CH:15]=[CH:14][N:13]=1.C(=O)(O)[O-].[Na+].O1CCOCC1. The catalyst is O.C1C=CC(P(C2C=CC=CC=2)[C-]2C=CC=C2)=CC=1.C1C=CC(P(C2C=CC=CC=2)[C-]2C=CC=C2)=CC=1.Cl[Pd]Cl.[Fe+2]. The product is [Cl:1][C:2]1[CH:7]=[CH:6][CH:5]=[CH:4][C:3]=1[C:12]1[C:17]([CH2:18][OH:19])=[CH:16][CH:15]=[CH:14][N:13]=1. The yield is 0.650. (5) The reactants are [CH3:1][O:2][C:3]1[CH:4]=[CH:5][C:6]2[O:11][CH2:10][C:9](=[O:12])[N:8]([CH2:13][CH2:14][CH2:15][CH:16]3[CH2:21][CH2:20][NH:19][CH2:18][CH:17]3[C:22]([O:24][CH3:25])=[O:23])[C:7]=2[CH:26]=1.C([O-])([O-])=O.[K+].[K+].Cl[CH2:34]/[CH:35]=[CH:36]/[C:37]1[CH:42]=[C:41]([F:43])[CH:40]=[CH:39][C:38]=1[F:44].CO. The catalyst is C(O)C.ClCCl. The product is [F:44][C:38]1[CH:39]=[CH:40][C:41]([F:43])=[CH:42][C:37]=1/[CH:36]=[CH:35]/[CH2:34][N:19]1[CH2:20][CH2:21][C@H:16]([CH2:15][CH2:14][CH2:13][N:8]2[C:7]3[CH:26]=[C:3]([O:2][CH3:1])[CH:4]=[CH:5][C:6]=3[O:11][CH2:10][C:9]2=[O:12])[C@H:17]([C:22]([O:24][CH3:25])=[O:23])[CH2:18]1. The yield is 0.560.